This data is from Catalyst prediction with 721,799 reactions and 888 catalyst types from USPTO. The task is: Predict which catalyst facilitates the given reaction. (1) Reactant: [CH2:1]([O:3][C:4]([C:6]1[S:10][C:9]([NH2:11])=[N:8][C:7]=1[C:12]1[CH:17]=[CH:16][CH:15]=[CH:14][CH:13]=1)=[O:5])[CH3:2].[CH3:18][O:19][CH:20]([O:31][CH3:32])[C:21]1[CH:26]=[CH:25][C:24]([N+:27]([O-:29])=[O:28])=[C:23](F)[CH:22]=1.C(=O)([O-])[O-].[Cs+].[Cs+].CN(C)C=O. Product: [CH2:1]([O:3][C:4]([C:6]1[S:10][C:9]([NH:11][C:23]2[CH:22]=[C:21]([CH:20]([O:31][CH3:32])[O:19][CH3:18])[CH:26]=[CH:25][C:24]=2[N+:27]([O-:29])=[O:28])=[N:8][C:7]=1[C:12]1[CH:17]=[CH:16][CH:15]=[CH:14][CH:13]=1)=[O:5])[CH3:2]. The catalyst class is: 6. (2) Reactant: [C:1]1([C:7]2[CH:12]=[CH:11][N:10]=[C:9]([N:13]3[CH2:18][CH2:17][NH:16][CH2:15][CH2:14]3)[C:8]=2[C:19]([O:21][CH:22]([CH3:24])[CH3:23])=[O:20])[CH:6]=[CH:5][CH:4]=[CH:3][CH:2]=1.[O:25]1[CH:29]=[CH:28][CH:27]=[C:26]1[CH:30]=O.C(O)(=O)C.C([BH3-])#N. Product: [O:25]1[CH:29]=[CH:28][CH:27]=[C:26]1[CH2:30][N:16]1[CH2:17][CH2:18][N:13]([C:9]2[C:8]([C:19]([O:21][CH:22]([CH3:24])[CH3:23])=[O:20])=[C:7]([C:1]3[CH:2]=[CH:3][CH:4]=[CH:5][CH:6]=3)[CH:12]=[CH:11][N:10]=2)[CH2:14][CH2:15]1. The catalyst class is: 774.